Dataset: Retrosynthesis with 50K atom-mapped reactions and 10 reaction types from USPTO. Task: Predict the reactants needed to synthesize the given product. (1) Given the product CCCc1c(Cc2ccc(-c3ccccc3-c3noc(=O)[nH]3)cc2)c(=O)n(Cc2ccc(C(C)=O)cc2)c2ncnn12, predict the reactants needed to synthesize it. The reactants are: CCCc1c(Cc2ccc(-c3ccccc3-c3noc(=O)[nH]3)cc2)c(=O)n(Cc2ccc(C(C)O)cc2)c2ncnn12. (2) The reactants are: Nc1cc(C(=O)NC2CC2)c(F)cc1F.O=Cc1cnc(Nc2ccc(C(=O)O)cn2)s1. Given the product O=C(O)c1ccc(Nc2ncc(CNc3cc(C(=O)NC4CC4)c(F)cc3F)s2)nc1, predict the reactants needed to synthesize it.